Dataset: Full USPTO retrosynthesis dataset with 1.9M reactions from patents (1976-2016). Task: Predict the reactants needed to synthesize the given product. (1) The reactants are: Cl[C:2]1[C:7]([N+:8]([O-:10])=[O:9])=[C:6](Cl)[CH:5]=[C:4]([CH3:12])[N:3]=1.[C:13](=[O:16])([O-])[O-].[K+].[K+].[F:19][C:20]([F:24])([F:23])[CH2:21][OH:22]. Given the product [F:19][C:20]([F:24])([F:23])[CH2:21][O:22][C:2]1[C:7]([N+:8]([O-:10])=[O:9])=[C:6]([O:16][CH2:13][C:20]([F:24])([F:23])[F:19])[CH:5]=[C:4]([CH3:12])[N:3]=1, predict the reactants needed to synthesize it. (2) Given the product [CH2:1]([N:3]1[C:7]([C:8]2[O:9][CH:10]=[CH:11][CH:12]=2)=[N:6][N:5]=[C:4]1[S:13][CH2:14][C:15]1[N:19]=[C:18]([C:20]2[CH:21]=[C:22]([CH:25]=[CH:26][C:27]=2[OH:35])[C:23]#[N:24])[O:17][N:16]=1)[CH3:2], predict the reactants needed to synthesize it. The reactants are: [CH2:1]([N:3]1[C:7]([C:8]2[O:9][CH:10]=[CH:11][CH:12]=2)=[N:6][N:5]=[C:4]1[S:13][CH2:14][C:15]1[N:19]=[C:18]([C:20]2[CH:21]=[C:22]([CH:25]=[CH:26][C:27]=2F)[C:23]#[N:24])[O:17][N:16]=1)[CH3:2].[H-].[Na+].CN(C=[O:35])C. (3) The reactants are: [CH3:1][NH2:2].C1COCC1.[C:8]([O:12][C:13](=[O:26])[NH:14][C:15]([C:19]1[CH:24]=[CH:23][CH:22]=[C:21]([Br:25])[CH:20]=1)([CH3:18])[CH:16]=O)([CH3:11])([CH3:10])[CH3:9].C(O[BH-](OC(=O)C)OC(=O)C)(=O)C.[Na+].C([O-])(O)=O.[Na+]. Given the product [C:8]([O:12][C:13](=[O:26])[NH:14][C:15]([C:19]1[CH:24]=[CH:23][CH:22]=[C:21]([Br:25])[CH:20]=1)([CH3:18])[CH2:16][NH:2][CH3:1])([CH3:11])([CH3:10])[CH3:9], predict the reactants needed to synthesize it. (4) Given the product [C:1]([CH2:3][C:4]1[CH:5]=[C:6]([CH:11]=[CH:12][CH:13]=1)[C:7]([OH:9])=[O:8])([OH:14])=[O:19], predict the reactants needed to synthesize it. The reactants are: [C:1]([CH2:3][C:4]1[CH:5]=[C:6]([CH:11]=[CH:12][CH:13]=1)[C:7]([O:9]C)=[O:8])#N.[OH:14]S(O)(=O)=O.[OH2:19].